Dataset: Full USPTO retrosynthesis dataset with 1.9M reactions from patents (1976-2016). Task: Predict the reactants needed to synthesize the given product. (1) The reactants are: [CH:1]1([NH2:4])[CH2:3][CH2:2]1.Cl[C:6]1[N:11]2[CH:12]=[CH:13][N:14]=[C:10]2[N:9]=[C:8]([Cl:15])[C:7]=1[C:16]1[CH:21]=[CH:20][CH:19]=[CH:18][CH:17]=1.O.COC(C)(C)C. Given the product [Cl:15][C:8]1[C:7]([C:16]2[CH:21]=[CH:20][CH:19]=[CH:18][CH:17]=2)=[C:6]([NH:4][CH:1]2[CH2:3][CH2:2]2)[N:11]2[CH:12]=[CH:13][N:14]=[C:10]2[N:9]=1, predict the reactants needed to synthesize it. (2) Given the product [C:27]1([C:31]2[CH:32]=[CH:33][CH:34]=[CH:35][CH:36]=2)[CH:28]=[CH:29][CH:30]=[C:25]([CH2:24][N:7]2[CH:8]=[C:3]([O:2][CH3:1])[C:4](=[O:20])[C:5]([C:9]3[N:13]([C:14]4[CH:19]=[CH:18][CH:17]=[CH:16][CH:15]=4)[N:12]=[CH:11][CH:10]=3)=[N:6]2)[CH:26]=1, predict the reactants needed to synthesize it. The reactants are: [CH3:1][O:2][C:3]1[C:4]([OH:20])=[C:5]([C:9]2[N:13]([C:14]3[CH:19]=[CH:18][CH:17]=[CH:16][CH:15]=3)[N:12]=[CH:11][CH:10]=2)[N:6]=[N:7][CH:8]=1.[H-].[Na+].Br[CH2:24][C:25]1[CH:26]=[C:27]([C:31]2[CH:36]=[CH:35][CH:34]=[CH:33][CH:32]=2)[CH:28]=[CH:29][CH:30]=1.